This data is from Full USPTO retrosynthesis dataset with 1.9M reactions from patents (1976-2016). The task is: Predict the reactants needed to synthesize the given product. (1) Given the product [CH3:1][O:2][C:3]1[CH:4]=[C:5]([CH:6]=[CH:7][C:8]=1[O:9][CH2:10][C:11]1[N:12]=[C:13]([C:17]2[CH:22]=[CH:21][CH:20]=[CH:19][CH:18]=2)[S:14][C:15]=1[CH3:16])[CH2:23][O:24][C:26]1[C:30]([CH:31]=[O:32])=[CH:29][N:28]([C:33]2[CH:34]=[CH:35][CH:36]=[CH:37][CH:38]=2)[N:27]=1, predict the reactants needed to synthesize it. The reactants are: [CH3:1][O:2][C:3]1[CH:4]=[C:5]([CH2:23][OH:24])[CH:6]=[CH:7][C:8]=1[O:9][CH2:10][C:11]1[N:12]=[C:13]([C:17]2[CH:22]=[CH:21][CH:20]=[CH:19][CH:18]=2)[S:14][C:15]=1[CH3:16].O[C:26]1[C:30]([CH:31]=[O:32])=[CH:29][N:28]([C:33]2[CH:38]=[CH:37][CH:36]=[CH:35][CH:34]=2)[N:27]=1.C(P(CCCC)CCCC)CCC.N(C(N1CCCCC1)=O)=NC(N1CCCCC1)=O. (2) Given the product [NH2:1][C:2]1[N:7]([CH3:8])[C:6](=[O:9])[C:5]([CH3:10])([CH3:11])[C@:4]([C:13]2[CH:18]=[C:17]([NH:19][CH:27]3[C:28]4[C:24](=[CH:23][C:22]([F:21])=[CH:30][CH:29]=4)[CH2:25][CH:26]3[CH3:32])[CH:16]=[CH:15][C:14]=2[F:20])([CH3:12])[N:3]=1, predict the reactants needed to synthesize it. The reactants are: [NH2:1][C:2]1[N:7]([CH3:8])[C:6](=[O:9])[C:5]([CH3:11])([CH3:10])[C@:4]([C:13]2[CH:18]=[C:17]([NH2:19])[CH:16]=[CH:15][C:14]=2[F:20])([CH3:12])[N:3]=1.[F:21][C:22]1[CH:23]=[C:24]2[C:28](=[CH:29][CH:30]=1)[C:27](=O)[CH:26]([CH3:32])[CH2:25]2.[B][B][B][B][B][B][B][B][B][B].